Dataset: Full USPTO retrosynthesis dataset with 1.9M reactions from patents (1976-2016). Task: Predict the reactants needed to synthesize the given product. (1) Given the product [C:1]([O:5][C:6](=[O:26])[C:7]1[CH:12]=[CH:11][C:10]([CH2:13][N:14]2[CH:23]=[CH:22][C:21]3[C:16](=[CH:17][C:18]([C:29]#[C:28][CH2:27][N:30]4[CH:34]=[CH:33][N:32]=[N:37]4)=[CH:19][CH:20]=3)[C:15]2=[O:25])=[CH:9][CH:8]=1)([CH3:4])([CH3:3])[CH3:2], predict the reactants needed to synthesize it. The reactants are: [C:1]([O:5][C:6](=[O:26])[C:7]1[CH:12]=[CH:11][C:10]([CH2:13][N:14]2[CH:23]=[CH:22][C:21]3[C:16](=[CH:17][C:18](Br)=[CH:19][CH:20]=3)[C:15]2=[O:25])=[CH:9][CH:8]=1)([CH3:4])([CH3:3])[CH3:2].[CH2:27]([N:30]1[CH:34]=[CH:33][N:32]=C1)[C:28]#[CH:29].C([N:37](CC)CC)C. (2) Given the product [Br:9][CH2:1][C:2]1[O:3][C:4](=[O:8])[O:5][C:6]=1[CH3:7], predict the reactants needed to synthesize it. The reactants are: [CH3:1][C:2]1[O:3][C:4](=[O:8])[O:5][C:6]=1[CH3:7].[Br:9]N1C(=O)CCC1=O. (3) Given the product [CH2:1]([C:3]1[C:4]([O:12][CH3:13])=[N:5][C:6]([CH3:11])=[C:7]([CH:10]=1)[C:8]([NH:21][OH:22])=[NH:9])[CH3:2], predict the reactants needed to synthesize it. The reactants are: [CH2:1]([C:3]1[C:4]([O:12][CH3:13])=[N:5][C:6]([CH3:11])=[C:7]([CH:10]=1)[C:8]#[N:9])[CH3:2].C(=O)([O-])[O-].[K+].[K+].Cl.[NH2:21][OH:22].